The task is: Predict the product of the given reaction.. This data is from Forward reaction prediction with 1.9M reactions from USPTO patents (1976-2016). (1) Given the reactants [F:1][C:2]1[C:7]2[C:8]([C:18](=[O:21])[NH:19][CH3:20])=[C:9]([C:11]3[CH:16]=[CH:15][C:14]([F:17])=[CH:13][CH:12]=3)[O:10][C:6]=2[CH:5]=[CH:4][C:3]=1[C:22]1[CH:23]=[C:24]([CH:28]=[CH:29][C:30]=1[CH3:31])[C:25](O)=[O:26].[N:32]1[CH:37]=[CH:36][N:35]=[CH:34][C:33]=1[C:38]1([NH2:41])[CH2:40][CH2:39]1.C(N(CC)CC)C, predict the reaction product. The product is: [F:1][C:2]1[C:7]2[C:8]([C:18]([NH:19][CH3:20])=[O:21])=[C:9]([C:11]3[CH:12]=[CH:13][C:14]([F:17])=[CH:15][CH:16]=3)[O:10][C:6]=2[CH:5]=[CH:4][C:3]=1[C:22]1[CH:23]=[C:24]([C:25](=[O:26])[NH:41][C:38]2([C:33]3[CH:34]=[N:35][CH:36]=[CH:37][N:32]=3)[CH2:40][CH2:39]2)[CH:28]=[CH:29][C:30]=1[CH3:31]. (2) Given the reactants [Cl:1][C:2]1[CH:3]=[C:4]([CH:8]=[C:9]([O:11][CH3:12])[N:10]=1)[C:5]([OH:7])=[O:6].S(Cl)(Cl)=O.[CH2:17](O)[CH3:18], predict the reaction product. The product is: [Cl:1][C:2]1[CH:3]=[C:4]([CH:8]=[C:9]([O:11][CH3:12])[N:10]=1)[C:5]([O:7][CH2:17][CH3:18])=[O:6]. (3) Given the reactants [Br:1][C:2]1[CH:9]=[CH:8][C:7](I)=[CH:6][C:3]=1[CH:4]=[O:5].C(N(CC)C(C)C)(C)C.[CH2:20]([SH:27])[C:21]1[CH:26]=[CH:25][CH:24]=[CH:23][CH:22]=1, predict the reaction product. The product is: [CH2:20]([S:27][C:7]1[CH:8]=[CH:9][C:2]([Br:1])=[C:3]([CH:6]=1)[CH:4]=[O:5])[C:21]1[CH:26]=[CH:25][CH:24]=[CH:23][CH:22]=1. (4) Given the reactants [CH3:1][C:2]1[CH:3]=[C:4]2[C:9](=[CH:10][CH:11]=1)[NH:8][C:7](=[O:12])[C:6]([C:13]#[N:14])=[C:5]2[N:15]1[CH2:20][CH2:19][N:18]([C:21]([C:23]2[S:24][CH:25]=[CH:26][CH:27]=2)=[O:22])[CH2:17][CH2:16]1.Cl.[CH3:29][N:30]([CH3:34])[CH2:31][CH2:32]Cl.C(=O)([O-])[O-].[K+].[K+], predict the reaction product. The product is: [CH3:29][N:30]([CH3:34])[CH2:31][CH2:32][N:8]1[C:9]2[C:4](=[CH:3][C:2]([CH3:1])=[CH:11][CH:10]=2)[C:5]([N:15]2[CH2:16][CH2:17][N:18]([C:21]([C:23]3[S:24][CH:25]=[CH:26][CH:27]=3)=[O:22])[CH2:19][CH2:20]2)=[C:6]([C:13]#[N:14])[C:7]1=[O:12]. (5) Given the reactants [Cl:1][C:2]1[C:3]([CH3:22])=[C:4]([N:8]2[C:12](=[O:13])[CH2:11][N:10]([C:14](=[O:21])[CH2:15][NH:16][CH2:17][CH2:18][O:19][CH3:20])[CH2:9]2)[CH:5]=[CH:6][CH:7]=1.[Cl:23][C:24]1[CH:29]=[CH:28][C:27]([N:30]=[C:31]=[O:32])=[CH:26][CH:25]=1, predict the reaction product. The product is: [Cl:1][C:2]1[C:3]([CH3:22])=[C:4]([N:8]2[C:12](=[O:13])[CH2:11][N:10]([C:14](=[O:21])[CH2:15][N:16]([CH2:17][CH2:18][O:19][CH3:20])[C:31]([NH:30][C:27]3[CH:28]=[CH:29][C:24]([Cl:23])=[CH:25][CH:26]=3)=[O:32])[CH2:9]2)[CH:5]=[CH:6][CH:7]=1. (6) Given the reactants [F:1][C:2]([F:16])([F:15])[CH2:3][O:4][C:5]1[C:10]2[C:11]([OH:14])=[N:12][O:13][C:9]=2[CH:8]=[CH:7][CH:6]=1.O[CH2:18][CH:19]1[CH2:24][CH2:23][N:22]([C:25]([O:27][C:28]([CH3:31])([CH3:30])[CH3:29])=[O:26])[CH2:21][CH2:20]1.C(P(=C(C(OC)=O)C(OC)=O)(CCCC)CCCC)CCC, predict the reaction product. The product is: [F:16][C:2]([F:1])([F:15])[CH2:3][O:4][C:5]1[C:10]2[C:11]([O:14][CH2:18][CH:19]3[CH2:24][CH2:23][N:22]([C:25]([O:27][C:28]([CH3:29])([CH3:31])[CH3:30])=[O:26])[CH2:21][CH2:20]3)=[N:12][O:13][C:9]=2[CH:8]=[CH:7][CH:6]=1.